From a dataset of Peptide-MHC class I binding affinity with 185,985 pairs from IEDB/IMGT. Regression. Given a peptide amino acid sequence and an MHC pseudo amino acid sequence, predict their binding affinity value. This is MHC class I binding data. (1) The peptide sequence is SQWDDPWGEVL. The MHC is Mamu-B03 with pseudo-sequence Mamu-B03. The binding affinity (normalized) is 0. (2) The peptide sequence is ITYCLVTHM. The MHC is HLA-A02:01 with pseudo-sequence HLA-A02:01. The binding affinity (normalized) is 0.235. (3) The binding affinity (normalized) is 0.0847. The peptide sequence is AHSKAETEA. The MHC is HLA-A26:01 with pseudo-sequence HLA-A26:01. (4) The peptide sequence is YVADALAAF. The MHC is HLA-A02:06 with pseudo-sequence HLA-A02:06. The binding affinity (normalized) is 0.300. (5) The peptide sequence is VRRRLTARGL. The MHC is Mamu-B03 with pseudo-sequence Mamu-B03. The binding affinity (normalized) is 0.489. (6) The peptide sequence is GYLEGTRTL. The MHC is HLA-B58:01 with pseudo-sequence HLA-B58:01. The binding affinity (normalized) is 0.0847. (7) The peptide sequence is SRSKPAAMY. The MHC is HLA-B07:02 with pseudo-sequence HLA-B07:02. The binding affinity (normalized) is 0.0847. (8) The peptide sequence is VTDTALAYF. The MHC is HLA-A02:16 with pseudo-sequence HLA-A02:16. The binding affinity (normalized) is 0.0847.